This data is from Cav3 T-type calcium channel HTS with 100,875 compounds. The task is: Binary Classification. Given a drug SMILES string, predict its activity (active/inactive) in a high-throughput screening assay against a specified biological target. (1) The molecule is s1c(NC(=O)C(C(F)(F)F)C(F)(F)F)nnc1SCC. The result is 0 (inactive). (2) The molecule is S(CC(=O)N(CC)CC)c1oc(nn1)c1cc(OC)ccc1. The result is 0 (inactive).